From a dataset of TCR-epitope binding with 47,182 pairs between 192 epitopes and 23,139 TCRs. Binary Classification. Given a T-cell receptor sequence (or CDR3 region) and an epitope sequence, predict whether binding occurs between them. (1) The epitope is FLASKIGRLV. The TCR CDR3 sequence is CASSTRLAGTNTGELFF. Result: 0 (the TCR does not bind to the epitope). (2) Result: 0 (the TCR does not bind to the epitope). The epitope is SLVKPSFYV. The TCR CDR3 sequence is CASGLDTYNEQFF. (3) The epitope is RAKFKQLL. The TCR CDR3 sequence is CASSKANPGNTIYF. Result: 1 (the TCR binds to the epitope). (4) The epitope is PKYVKQNTLKLAT. The TCR CDR3 sequence is CASSLGLAGDQETQYF. Result: 1 (the TCR binds to the epitope). (5) The epitope is YLQPRTFLL. The TCR CDR3 sequence is CASSSFTSGGETQYF. Result: 0 (the TCR does not bind to the epitope). (6) The epitope is FLASKIGRLV. The TCR CDR3 sequence is CASSLFEGPIGYTF. Result: 0 (the TCR does not bind to the epitope). (7) The epitope is LLWNGPMAV. The TCR CDR3 sequence is CSVTGERGTDTQYF. Result: 1 (the TCR binds to the epitope).